From a dataset of Reaction yield outcomes from USPTO patents with 853,638 reactions. Predict the reaction yield, written as a fraction of the theoretical maximum amount of product (1.0 means a 100% yield; for example, 0.34 means a 34% yield). The reactants are [CH3:1]/[C:2](/[CH2:7][CH2:8]/[CH:9]=[C:10](\[CH3:17])/[CH2:11][CH2:12][CH:13]=[C:14]([CH3:16])[CH3:15])=[CH:3]\[CH2:4][CH:5]=[CH2:6].[C:18]([O:22][CH3:23])(=[O:21])C=C.OCP(CO)CO.C(O)(C)C. The catalyst is O.C(OCC)(=O)C. The product is [CH3:1]/[C:2](/[CH2:7][CH2:8]/[CH:9]=[C:10](\[CH3:17])/[CH2:11][CH2:12][CH:13]=[C:14]([CH3:16])[CH3:15])=[CH:3]\[CH2:4]/[CH:5]=[CH:6]/[C:18]([O:22][CH3:23])=[O:21]. The yield is 0.800.